Dataset: Reaction yield outcomes from USPTO patents with 853,638 reactions. Task: Predict the reaction yield, written as a fraction of the theoretical maximum amount of product (1.0 means a 100% yield; for example, 0.34 means a 34% yield). The reactants are Cl[C:2]1[CH:3]=[CH:4][N:5]2[C:10]([C:11]=1[CH3:12])=[C:9]([CH:13]1[CH2:15][CH2:14]1)[CH:8]=[C:7]([C:16]([O:18][CH3:19])=[O:17])[C:6]2=[O:20].[F:21][C:22]1[CH:28]=[CH:27][C:26](B2OC(C)(C)C(C)(C)O2)=[CH:25][C:23]=1[NH2:24]. No catalyst specified. The product is [NH2:24][C:23]1[CH:25]=[C:26]([C:2]2[CH:3]=[CH:4][N:5]3[C:10]([C:11]=2[CH3:12])=[C:9]([CH:13]2[CH2:15][CH2:14]2)[CH:8]=[C:7]([C:16]([O:18][CH3:19])=[O:17])[C:6]3=[O:20])[CH:27]=[CH:28][C:22]=1[F:21]. The yield is 0.980.